This data is from Full USPTO retrosynthesis dataset with 1.9M reactions from patents (1976-2016). The task is: Predict the reactants needed to synthesize the given product. (1) Given the product [CH2:1]([O:8][C:9](=[O:15])[NH2:10])[C:2]1[CH:7]=[CH:6][CH:5]=[CH:4][CH:3]=1, predict the reactants needed to synthesize it. The reactants are: [CH2:1]([O:8][C:9](=[O:15])[NH:10]CCC#N)[C:2]1[CH:7]=[CH:6][CH:5]=[CH:4][CH:3]=1.[N-]=[N+]=[N-].[Na+].Cl.C(N(CC)CC)C.Cl. (2) Given the product [CH3:9][O:8][C:6]([C:5]1[CH:10]=[CH:11][C:2]([N:12]([C:2]2[CH:11]=[CH:10][CH:5]=[CH:4][CH:3]=2)[C:13]2[CH:18]=[CH:17][CH:16]=[CH:15][CH:14]=2)=[CH:3][CH:4]=1)=[O:7], predict the reactants needed to synthesize it. The reactants are: Cl[C:2]1[CH:11]=[CH:10][C:5]([C:6]([O:8][CH3:9])=[O:7])=[CH:4][CH:3]=1.[NH2:12][C:13]1[CH:18]=[CH:17][CH:16]=[CH:15][CH:14]=1.[O-]P([O-])([O-])=O.[K+].[K+].[K+]. (3) Given the product [F:1][C:2]1[CH:7]=[CH:6][C:5]([CH3:8])=[CH:4][C:3]=1[NH:9][C:10]([NH:12][C:13]1[CH:14]=[CH:15][C:16]([O:17][C:18]2[CH:23]=[CH:22][N:21]=[C:20]([C:24]3[CH:25]=[C:26]([C:29]([NH:31][CH2:32][CH2:33][C:34]([OH:36])=[O:35])=[O:30])[S:27][CH:28]=3)[CH:19]=2)=[CH:38][CH:39]=1)=[O:11], predict the reactants needed to synthesize it. The reactants are: [F:1][C:2]1[CH:7]=[CH:6][C:5]([CH3:8])=[CH:4][C:3]=1[NH:9][C:10]([NH:12][C:13]1[CH:39]=[CH:38][C:16]([O:17][C:18]2[CH:23]=[CH:22][N:21]=[C:20]([C:24]3[CH:25]=[C:26]([C:29]([NH:31][CH2:32][CH2:33][C:34]([O:36]C)=[O:35])=[O:30])[S:27][CH:28]=3)[CH:19]=2)=[CH:15][CH:14]=1)=[O:11].[OH-].[Na+].O.Cl. (4) Given the product [CH3:1][N:2]1[C:10]2[C:5](=[CH:6][C:7]([C:11]([F:14])([F:13])[F:12])=[CH:8][CH:9]=2)[C:4]([NH:15][CH2:16][C:17]([NH:19][CH:20]2[CH2:21][N:22]([CH:24]3[CH2:29][CH2:28][CH:27]([C:30]([NH2:35])=[O:31])[CH2:26][CH2:25]3)[CH2:23]2)=[O:18])=[N:3]1, predict the reactants needed to synthesize it. The reactants are: [CH3:1][N:2]1[C:10]2[C:5](=[CH:6][C:7]([C:11]([F:14])([F:13])[F:12])=[CH:8][CH:9]=2)[C:4]([NH:15][CH2:16][C:17]([NH:19][CH:20]2[CH2:23][N:22]([CH:24]3[CH2:29][CH2:28][CH:27]([C:30](O)=[O:31])[CH2:26][CH2:25]3)[CH2:21]2)=[O:18])=[N:3]1.CC[N:35]=C=NCCCN(C)C.C1C=CC2N(O)N=NC=2C=1.N. (5) Given the product [Br:8][C:9]1[S:13][C:12]([CH2:14][O:15][CH2:16][CH2:17][CH2:18][CH2:19][CH2:20][CH2:21][O:22][C:23](=[O:27])[C:24]([CH3:26])=[CH2:25])=[CH:11][CH:10]=1, predict the reactants needed to synthesize it. The reactants are: C(N(CC)CC)C.[Br:8][C:9]1[S:13][C:12]([CH2:14][O:15][CH2:16][CH2:17][CH2:18][CH2:19][CH2:20][CH2:21][OH:22])=[CH:11][CH:10]=1.[C:23](Cl)(=[O:27])[C:24]([CH3:26])=[CH2:25]. (6) Given the product [NH2:1][C:2]1[CH:9]=[CH:8][C:7]([S:10][C:11]#[N:12])=[CH:6][C:3]=1[C:4]#[N:5], predict the reactants needed to synthesize it. The reactants are: [NH2:1][C:2]1[CH:9]=[CH:8][CH:7]=[CH:6][C:3]=1[C:4]#[N:5].[S-:10][C:11]#[N:12].[Na+].BrBr.C(=O)(O)[O-].[Na+]. (7) Given the product [C:23]1([N:14]2[C:13]3[C:21](=[C:22]4[NH:1][C:4]5[C:5](=[CH:6][CH:7]=[CH:8][CH:9]=5)[C:10]4=[C:11]4[CH:32]=[CH:31][CH:30]=[CH:29][C:12]4=3)[C:20]3[C:15]2=[CH:16][CH:17]=[CH:18][CH:19]=3)[CH:28]=[CH:27][CH:26]=[CH:25][CH:24]=1, predict the reactants needed to synthesize it. The reactants are: [N+:1]([C:4]1[CH:9]=[CH:8][CH:7]=[CH:6][C:5]=1[C:10]1[CH:22]=[C:21]2[C:13]([N:14]([C:23]3[CH:28]=[CH:27][CH:26]=[CH:25][CH:24]=3)[C:15]3[C:20]2=[CH:19][CH:18]=[CH:17][CH:16]=3)=[C:12]2[CH:29]=[CH:30][CH:31]=[CH:32][C:11]=12)([O-])=O.C1(P(C2C=CC=CC=2)C2C=CC=CC=2)C=CC=CC=1. (8) Given the product [NH2:24][C:17]1[N:18]=[C:19]([S:21][CH2:23][CH2:27][CH2:28][OH:29])[CH:20]=[C:15]([C:3]2[C:2]([Cl:1])=[CH:14][C:6]3[CH2:7][O:8][CH2:9][C:10]4[C:5]=3[C:4]=2[CH:13]=[CH:12][CH:11]=4)[N:16]=1, predict the reactants needed to synthesize it. The reactants are: [Cl:1][C:2]1[C:3]([C:15]2[CH:20]=[C:19]([S:21]([CH3:23])=O)[N:18]=[C:17]([NH2:24])[N:16]=2)=[C:4]2[CH:13]=[CH:12][CH:11]=[C:10]3[C:5]2=[C:6]([CH:14]=1)[CH2:7][O:8][CH2:9]3.SC[CH2:27][CH2:28][OH:29].C(N(CC)C(C)C)(C)C.Cl.